This data is from Forward reaction prediction with 1.9M reactions from USPTO patents (1976-2016). The task is: Predict the product of the given reaction. (1) Given the reactants CCCC[N+](CCCC)(CCCC)CCCC.[F-].C1COCC1.[C:24]([C:26]1[CH:27]=[C:28]2[N:34]=[C:33]([C:35]([C:38]3[C:46]([CH:47]4[CH2:49][CH2:48]4)=[CH:45][C:44]([CH3:50])=[C:43]4[C:39]=3[CH:40]=[CH:41][N:42]4C(OC(C)(C)C)=O)([OH:37])[CH3:36])[N:32](COCC[Si](C)(C)C)[C:29]2=[N:30][CH:31]=1)#[N:25].C(N)CN.C([O-])([O-])=O.[K+].[K+], predict the reaction product. The product is: [CH:47]1([C:46]2[C:38]([C:35]([C:33]3[NH:32][C:29]4=[N:30][CH:31]=[C:26]([C:24]#[N:25])[CH:27]=[C:28]4[N:34]=3)([OH:37])[CH3:36])=[C:39]3[C:43](=[C:44]([CH3:50])[CH:45]=2)[NH:42][CH:41]=[CH:40]3)[CH2:49][CH2:48]1. (2) Given the reactants [OH:1][C:2]1[CH:3]=[C:4]([C:8](=[O:10])[CH3:9])[CH:5]=[CH:6][CH:7]=1.[C:11]1([Mg]Br)[CH:16]=[CH:15][CH:14]=[CH:13][CH:12]=1.[Cl-].[NH4+], predict the reaction product. The product is: [OH:10][C:8]([C:4]1[CH:3]=[C:2]([OH:1])[CH:7]=[CH:6][CH:5]=1)([C:11]1[CH:16]=[CH:15][CH:14]=[CH:13][CH:12]=1)[CH3:9]. (3) Given the reactants [Cl:1][C:2]1[CH:3]=[CH:4][C:5]2[O:40][C:8]3([CH2:13][CH2:12][CH:11]([NH:14][CH2:15][C@H:16]([OH:39])[CH2:17][O:18][C:19]4[CH:28]=[C:27]([O:29]CC5C=CC(OC)=CC=5)[CH:26]=[CH:25][C:20]=4[C:21]([NH:23][CH3:24])=[O:22])[CH2:10][CH2:9]3)[CH2:7][C:6]=2[CH:41]=1.C(C(O)=O)(F)(F)F, predict the reaction product. The product is: [Cl:1][C:2]1[CH:3]=[CH:4][C:5]2[O:40][C:8]3([CH2:9][CH2:10][CH:11]([NH:14][CH2:15][C@H:16]([OH:39])[CH2:17][O:18][C:19]4[CH:28]=[C:27]([OH:29])[CH:26]=[CH:25][C:20]=4[C:21]([NH:23][CH3:24])=[O:22])[CH2:12][CH2:13]3)[CH2:7][C:6]=2[CH:41]=1. (4) Given the reactants [NH:1]1[CH2:6][CH2:5][CH2:4][CH2:3][C@@H:2]1[C:7]([OH:9])=[O:8].S(Cl)(Cl)=O.[CH3:14]O, predict the reaction product. The product is: [NH:1]1[CH2:6][CH2:5][CH2:4][CH2:3][C@@H:2]1[C:7]([O:9][CH3:14])=[O:8]. (5) Given the reactants [Cl:1][C:2]1[CH:3]=[N:4][CH:5]=[C:6]([Cl:25])[C:7]=1[NH:8][C:9]1[NH:10][C:11]2[C:17]3[CH:18]=[C:19]([CH3:21])[O:20][C:16]=3[C:15]([C:22](O)=[O:23])=[CH:14][C:12]=2[N:13]=1.F[B-](F)(F)F.N1(OC(N(C)C)=[N+](C)C)C2C=CC=CC=2N=N1.C1COCC1.[F:53][C:54]1[CH:61]=[CH:60][C:57]([CH2:58][NH2:59])=[CH:56][CH:55]=1, predict the reaction product. The product is: [Cl:1][C:2]1[CH:3]=[N:4][CH:5]=[C:6]([Cl:25])[C:7]=1[NH:8][C:9]1[NH:10][C:11]2[C:17]3[CH:18]=[C:19]([CH3:21])[O:20][C:16]=3[C:15]([C:22]([NH:59][CH2:58][C:57]3[CH:60]=[CH:61][C:54]([F:53])=[CH:55][CH:56]=3)=[O:23])=[CH:14][C:12]=2[N:13]=1.